Dataset: Full USPTO retrosynthesis dataset with 1.9M reactions from patents (1976-2016). Task: Predict the reactants needed to synthesize the given product. (1) Given the product [CH2:17]([NH:16][C:7]1[N:8]=[C:9]([NH:12][CH2:13][CH:14]=[CH2:15])[C:10]2[N:11]=[C:2]([N:33]3[CH2:32][CH2:31][N:30]([CH2:29][C:28]4[CH:36]=[CH:37][C:25]([F:24])=[CH:26][CH:27]=4)[CH2:35][CH2:34]3)[N:3]=[C:4]([NH:20][CH2:21][CH:22]=[CH2:23])[C:5]=2[N:6]=1)[CH:18]=[CH2:19], predict the reactants needed to synthesize it. The reactants are: Cl[C:2]1[N:3]=[C:4]([NH:20][CH2:21][CH:22]=[CH2:23])[C:5]2[N:6]=[C:7]([NH:16][CH2:17][CH:18]=[CH2:19])[N:8]=[C:9]([NH:12][CH2:13][CH:14]=[CH2:15])[C:10]=2[N:11]=1.[F:24][C:25]1[CH:37]=[CH:36][C:28]([CH2:29][N:30]2[CH2:35][CH2:34][NH:33][CH2:32][CH2:31]2)=[CH:27][CH:26]=1.C([O-])(O)=O.[Na+]. (2) The reactants are: [NH2:1][C:2]1[CH:3]=[CH:4][C:5]([O:12][C:13]2[CH:14]=[N:15][CH:16]=[C:17]([Cl:19])[CH:18]=2)=[C:6]([C:8](=[O:11])[CH2:9][CH3:10])[CH:7]=1.[CH3:20][O:21][C:22]1[CH:23]=[C:24]([N:28]=[C:29]=[O:30])[CH:25]=[CH:26][CH:27]=1. Given the product [Cl:19][C:17]1[CH:18]=[C:13]([O:12][C:5]2[CH:4]=[CH:3][C:2]([NH:1][C:29]([NH:28][C:24]3[CH:25]=[CH:26][CH:27]=[C:22]([O:21][CH3:20])[CH:23]=3)=[O:30])=[CH:7][C:6]=2[C:8](=[O:11])[CH2:9][CH3:10])[CH:14]=[N:15][CH:16]=1, predict the reactants needed to synthesize it.